From a dataset of Forward reaction prediction with 1.9M reactions from USPTO patents (1976-2016). Predict the product of the given reaction. (1) Given the reactants Cl[C:2]1[C:11]([CH3:12])=[C:10]([Cl:13])[C:9]2[C:4](=[CH:5][C:6]([F:15])=[CH:7][C:8]=2[F:14])[N:3]=1.[CH3:16][C:17]1[C:22]([CH3:23])=[CH:21][CH:20]=[CH:19][C:18]=1B(O)O.C(=O)([O-])[O-].[K+].[K+], predict the reaction product. The product is: [Cl:13][C:10]1[C:9]2[C:4](=[CH:5][C:6]([F:15])=[CH:7][C:8]=2[F:14])[N:3]=[C:2]([C:18]2[CH:19]=[CH:20][CH:21]=[C:22]([CH3:23])[C:17]=2[CH3:16])[C:11]=1[CH3:12]. (2) Given the reactants C(O)(C(F)(F)F)=O.[C:8]([NH:11][C:12]1[CH:13]=[C:14]([C:18]2[CH2:19][CH2:20][N:21]([CH2:24][CH2:25][CH2:26][NH:27]C(=O)OC(C)(C)C)[CH2:22][CH:23]=2)[CH:15]=[CH:16][CH:17]=1)(=[O:10])[CH3:9].C([O-])(O)=O.[Na+], predict the reaction product. The product is: [NH2:27][CH2:26][CH2:25][CH2:24][N:21]1[CH2:20][CH:19]=[C:18]([C:14]2[CH:13]=[C:12]([NH:11][C:8](=[O:10])[CH3:9])[CH:17]=[CH:16][CH:15]=2)[CH2:23][CH2:22]1. (3) Given the reactants [Cl:1][C:2]1[CH:3]=[C:4]([C:8]2[N:13]=[C:12]([C:14]([OH:16])=O)[CH:11]=[CH:10][C:9]=2[CH:17]2[CH2:19][CH2:18]2)[CH:5]=[CH:6][CH:7]=1.[NH2:20][C:21]([CH3:27])([CH3:26])[C:22]([NH:24][CH3:25])=[O:23], predict the reaction product. The product is: [CH3:26][C:21]([NH:20][C:14]([C:12]1[CH:11]=[CH:10][C:9]([CH:17]2[CH2:19][CH2:18]2)=[C:8]([C:4]2[CH:5]=[CH:6][CH:7]=[C:2]([Cl:1])[CH:3]=2)[N:13]=1)=[O:16])([C:22](=[O:23])[NH:24][CH3:25])[CH3:27]. (4) Given the reactants [BH4-].[Na+].[Cl-].[Ca+2].[Cl-].[C:6]([C:8]1[CH:13]=[CH:12][CH:11]=[CH:10][C:9]=1[C:14]1[CH:19]=[CH:18][C:17]([CH2:20][C:21]2[C:26](=[O:27])[N:25]([C:28]3[CH:43]=[CH:42][C:31]([O:32][C:33]4([C:38](OC)=[O:39])[CH2:37][CH2:36][CH2:35][CH2:34]4)=[CH:30][CH:29]=3)[C:24]([CH2:44][CH3:45])=[N:23][C:22]=2[CH2:46][CH2:47][CH3:48])=[CH:16][CH:15]=1)#[N:7], predict the reaction product. The product is: [CH2:44]([C:24]1[N:25]([C:28]2[CH:43]=[CH:42][C:31]([O:32][C:33]3([CH2:38][OH:39])[CH2:34][CH2:35][CH2:36][CH2:37]3)=[CH:30][CH:29]=2)[C:26](=[O:27])[C:21]([CH2:20][C:17]2[CH:16]=[CH:15][C:14]([C:9]3[C:8]([C:6]#[N:7])=[CH:13][CH:12]=[CH:11][CH:10]=3)=[CH:19][CH:18]=2)=[C:22]([CH2:46][CH2:47][CH3:48])[N:23]=1)[CH3:45]. (5) Given the reactants [NH2:1][C:2]1[CH:3]=[CH:4][C:5]2[O:10][C@@:9]([CH:12]([O:15][CH3:16])[O:13][CH3:14])([CH3:11])[C@H:8]([OH:17])[C@@H:7]([N:18]3[C:22]4[CH:23]=[CH:24][CH:25]=[CH:26][C:21]=4[NH:20][C:19]3=[N:27][C:28]#[N:29])[C:6]=2[CH:30]=1.[CH3:31][S:32](Cl)(=[O:34])=[O:33].C(N(C(C)C)CC)(C)C.C([O-])(O)=O.[Na+], predict the reaction product. The product is: [CH3:31][S:32]([NH:1][C:2]1[CH:3]=[CH:4][C:5]2[O:10][C@@:9]([CH:12]([O:15][CH3:16])[O:13][CH3:14])([CH3:11])[C@H:8]([OH:17])[C@@H:7]([N:18]3[C:22]4[CH:23]=[CH:24][CH:25]=[CH:26][C:21]=4[NH:20][C:19]3=[N:27][C:28]#[N:29])[C:6]=2[CH:30]=1)(=[O:34])=[O:33]. (6) Given the reactants COC1C=C(C=CC=1OC)C[NH:7][C:8]1[NH:9][C:10]([C:17]2[O:18][CH:19]=[CH:20][CH:21]=2)=[C:11]2[C:15]([N:16]=1)=[N:14][CH:13]=[N:12]2.O, predict the reaction product. The product is: [O:18]1[CH:19]=[CH:20][CH:21]=[C:17]1[C:10]1[NH:9][C:8]([NH2:7])=[N:16][C:15]2[C:11]=1[N:12]=[CH:13][N:14]=2. (7) Given the reactants [CH2:1]([O:3][C:4](=[O:24])[C:5]([OH:23])([C:19]([F:22])([F:21])[F:20])[CH2:6][C:7]([C:10]1[C:18]2[O:17][CH2:16][CH2:15][C:14]=2[CH:13]=[CH:12][CH:11]=1)([CH3:9])[CH3:8])[CH3:2].[Br:25]Br, predict the reaction product. The product is: [CH2:1]([O:3][C:4](=[O:24])[C:5]([OH:23])([C:19]([F:21])([F:22])[F:20])[CH2:6][C:7]([C:10]1[C:18]2[O:17][CH2:16][CH2:15][C:14]=2[CH:13]=[C:12]([Br:25])[CH:11]=1)([CH3:9])[CH3:8])[CH3:2].